This data is from Forward reaction prediction with 1.9M reactions from USPTO patents (1976-2016). The task is: Predict the product of the given reaction. (1) Given the reactants [Cl:1][C:2]1[CH:3]=[CH:4][CH:5]=[C:6]2[C:11]=1[C:10]([C:12](O)=[O:13])=[N:9][C:8]([C@@H:15]([NH:17][C:18]1[N:26]=[CH:25][N:24]=[C:23]3[C:19]=1[N:20]=[CH:21][N:22]3[CH2:27][C:28]1[CH:33]=[CH:32][C:31]([O:34][CH3:35])=[CH:30][CH:29]=1)[CH3:16])=[CH:7]2.CN(C=O)C.C(Cl)(=O)C([Cl:44])=O, predict the reaction product. The product is: [Cl:1][C:2]1[CH:3]=[CH:4][CH:5]=[C:6]2[C:11]=1[C:10]([C:12]([Cl:44])=[O:13])=[N:9][C:8]([C@@H:15]([NH:17][C:18]1[N:26]=[CH:25][N:24]=[C:23]3[C:19]=1[N:20]=[CH:21][N:22]3[CH2:27][C:28]1[CH:33]=[CH:32][C:31]([O:34][CH3:35])=[CH:30][CH:29]=1)[CH3:16])=[CH:7]2. (2) Given the reactants [F:1][C:2]([F:25])([F:24])[C:3]1[CH:8]=[CH:7][C:6]([CH2:9][CH2:10][S:11]([C:14]2[CH:19]=[CH:18][C:17]([S:20](Cl)(=[O:22])=[O:21])=[CH:16][CH:15]=2)(=[O:13])=[O:12])=[CH:5][CH:4]=1.[NH2:26][C:27]1[S:28][CH:29]=[CH:30][N:31]=1, predict the reaction product. The product is: [S:28]1[CH:29]=[CH:30][N:31]=[C:27]1[NH:26][S:20]([C:17]1[CH:18]=[CH:19][C:14]([S:11]([CH2:10][CH2:9][C:6]2[CH:7]=[CH:8][C:3]([C:2]([F:25])([F:24])[F:1])=[CH:4][CH:5]=2)(=[O:13])=[O:12])=[CH:15][CH:16]=1)(=[O:22])=[O:21]. (3) Given the reactants [CH3:1][O:2][C:3](=[O:12])[CH2:4][C:5]1[CH:10]=[CH:9][CH:8]=[C:7]([Br:11])[CH:6]=1.[H-].[Na+].Br[CH2:16][CH2:17][O:18][CH2:19][CH2:20]Br, predict the reaction product. The product is: [CH3:1][O:2][C:3]([C:4]1([C:5]2[CH:10]=[CH:9][CH:8]=[C:7]([Br:11])[CH:6]=2)[CH2:20][CH2:19][O:18][CH2:17][CH2:16]1)=[O:12]. (4) Given the reactants [Br:1][C:2]1[CH:3]=[C:4]([CH:15]=[C:16]([Br:35])[C:17]=1[O:18][C:19]1[CH:24]=[CH:23][C:22]([OH:25])=[C:21]([C:26](=[O:34])[C:27]2[CH:32]=[CH:31][C:30]([Cl:33])=[CH:29][CH:28]=2)[CH:20]=1)[CH:5]=[N:6][O:7][CH:8]([CH3:14])[C:9]([O:11]CC)=[O:10].[OH-].[Na+], predict the reaction product. The product is: [Br:1][C:2]1[CH:3]=[C:4]([CH:15]=[C:16]([Br:35])[C:17]=1[O:18][C:19]1[CH:24]=[CH:23][C:22]([OH:25])=[C:21]([C:26](=[O:34])[C:27]2[CH:28]=[CH:29][C:30]([Cl:33])=[CH:31][CH:32]=2)[CH:20]=1)[CH:5]=[N:6][O:7][CH:8]([CH3:14])[C:9]([OH:11])=[O:10]. (5) Given the reactants [Br:1][CH2:2][CH2:3][CH2:4][CH2:5][C:6]([O:17][CH2:18][CH3:19])([O:14][CH2:15][CH3:16])[CH2:7][CH2:8][C:9]([O:11][CH2:12][CH3:13])=[O:10].[CH2:20]([P:24]([CH2:29][CH2:30][CH2:31][CH3:32])[CH2:25][CH2:26][CH2:27][CH3:28])[CH2:21][CH2:22][CH3:23], predict the reaction product. The product is: [PH4+:24].[Br-:1].[CH2:29]([P+:24]([CH2:20][CH2:21][CH2:22][CH3:23])([CH2:25][CH2:26][CH2:27][CH3:28])[CH2:2][CH2:3][CH2:4][CH2:5][C:6]([O:17][CH2:18][CH3:19])([O:14][CH2:15][CH3:16])[CH2:7][CH2:8][C:9]([O:11][CH2:12][CH3:13])=[O:10])[CH2:30][CH2:31][CH3:32].